Predict which catalyst facilitates the given reaction. From a dataset of Catalyst prediction with 721,799 reactions and 888 catalyst types from USPTO. Reactant: [CH3:1][C:2]1([CH3:13])[C:6]2[CH:7]=[C:8]([CH:11]=O)[CH:9]=[CH:10][C:5]=2[O:4][CH2:3]1.C1(P(C2C=CC=CC=2)C2C=CC=CC=2)C=CC=CC=1.[C:33](Br)(Br)([Br:35])[Br:34]. Product: [Br:34][C:33]([Br:35])=[CH:11][C:8]1[CH:9]=[CH:10][C:5]2[O:4][CH2:3][C:2]([CH3:13])([CH3:1])[C:6]=2[CH:7]=1. The catalyst class is: 1.